From a dataset of Catalyst prediction with 721,799 reactions and 888 catalyst types from USPTO. Predict which catalyst facilitates the given reaction. (1) Reactant: [OH-:1].[Na+].Cl.[NH2:4]O.[OH:6][CH2:7][C:8]([CH3:15])([CH3:14])[C:9](=O)[CH2:10][C:11]#[N:12]. Product: [NH2:12][C:11]1[O:1][N:4]=[C:9]([C:8]([CH3:15])([CH3:14])[CH2:7][OH:6])[CH:10]=1. The catalyst class is: 6. (2) Reactant: [F:1][CH:2]([F:12])[C:3]1[CH:8]=[CH:7][CH:6]=[C:5]([N+:9]([O-:11])=[O:10])[CH:4]=1.OS(O)(=O)=O.C1C(=O)N([Br:25])C(=O)C1. Product: [Br:25][C:7]1[CH:6]=[C:5]([N+:9]([O-:11])=[O:10])[CH:4]=[C:3]([CH:2]([F:12])[F:1])[CH:8]=1. The catalyst class is: 6. (3) The catalyst class is: 129. Reactant: [CH3:1][N:2]([CH2:10][CH2:11][CH2:12][NH:13][C:14](=[O:24])[C:15]1[CH:20]=[CH:19][C:18]([N+:21]([O-])=O)=[CH:17][CH:16]=1)[C:3](=[O:9])[O:4][C:5]([CH3:8])([CH3:7])[CH3:6]. Product: [NH2:21][C:18]1[CH:17]=[CH:16][C:15]([C:14]([NH:13][CH2:12][CH2:11][CH2:10][N:2]([CH3:1])[C:3](=[O:9])[O:4][C:5]([CH3:7])([CH3:8])[CH3:6])=[O:24])=[CH:20][CH:19]=1. (4) Reactant: [CH3:1][C:2]1[CH:7]=[CH:6][C:5]([N+:8]([O-])=O)=[CH:4][C:3]=1[N:11]1[C:15](=[O:16])[N:14]([CH3:17])[N:13]=[N:12]1. Product: [NH2:8][C:5]1[CH:6]=[CH:7][C:2]([CH3:1])=[C:3]([N:11]2[C:15](=[O:16])[N:14]([CH3:17])[N:13]=[N:12]2)[CH:4]=1. The catalyst class is: 19. (5) Reactant: [NH2:1][C:2]1[C:11]2[C:6](=[CH:7][C:8](Cl)=[CH:9][CH:10]=2)[N:5]=[N:4][C:3]=1[C:13]([NH2:15])=[O:14].[CH3:16][S:17]([C:20]1[CH:25]=[CH:24][C:23](B(O)O)=[CH:22][CH:21]=1)(=[O:19])=[O:18].C([O-])([O-])=O.[Cs+].[Cs+]. Product: [NH2:1][C:2]1[C:11]2[C:6](=[CH:7][C:8]([C:23]3[CH:24]=[CH:25][C:20]([S:17]([CH3:16])(=[O:19])=[O:18])=[CH:21][CH:22]=3)=[CH:9][CH:10]=2)[N:5]=[N:4][C:3]=1[C:13]([NH2:15])=[O:14]. The catalyst class is: 203. (6) Reactant: [CH3:1][O:2][C:3]1[CH:24]=[CH:23][C:6]([CH2:7][NH:8][C:9](=[O:22])[C@@H:10]([NH:14]C(=O)OC(C)(C)C)[CH:11]([CH3:13])[CH3:12])=[CH:5][CH:4]=1.FC(F)(F)C(O)=O. Product: [NH2:14][C@@H:10]([CH:11]([CH3:13])[CH3:12])[C:9]([NH:8][CH2:7][C:6]1[CH:5]=[CH:4][C:3]([O:2][CH3:1])=[CH:24][CH:23]=1)=[O:22]. The catalyst class is: 4. (7) Reactant: [Br:1][C:2]1[CH:3]=[C:4]([CH2:7][C@@H:8]([C:10]([O:12][C:13]([CH3:16])([CH3:15])[CH3:14])=[O:11])[NH2:9])[S:5][CH:6]=1.[Cl:17][C:18]1[CH:26]=[CH:25][CH:24]=[C:23]([Cl:27])[C:19]=1[C:20](O)=[O:21]. Product: [Br:1][C:2]1[CH:3]=[C:4]([CH2:7][C@@H:8]([C:10]([O:12][C:13]([CH3:16])([CH3:15])[CH3:14])=[O:11])[NH:9][C:20]([C:19]2[C:18]([Cl:17])=[CH:26][CH:25]=[CH:24][C:23]=2[Cl:27])=[O:21])[S:5][CH:6]=1. The catalyst class is: 2. (8) Reactant: [CH:1]1[C:10]2[C:5](=[CH:6][C:7]([C:11]([OH:13])=O)=[CH:8][CH:9]=2)[CH:4]=[CH:3][N:2]=1.CN(C(ON1N=NC2C=CC=NC1=2)=[N+](C)C)C.F[P-](F)(F)(F)(F)F.Cl.[Cl:39][C:40]1[CH:45]=[CH:44][C:43]([C@@H:46]2[CH2:50][CH2:49][CH2:48][NH:47]2)=[CH:42][CH:41]=1.CCN(C(C)C)C(C)C. Product: [Cl:39][C:40]1[CH:41]=[CH:42][C:43]([C@@H:46]2[CH2:50][CH2:49][CH2:48][N:47]2[C:11]([C:7]2[CH:6]=[C:5]3[C:10](=[CH:9][CH:8]=2)[CH:1]=[N:2][CH:3]=[CH:4]3)=[O:13])=[CH:44][CH:45]=1. The catalyst class is: 3.